This data is from Catalyst prediction with 721,799 reactions and 888 catalyst types from USPTO. The task is: Predict which catalyst facilitates the given reaction. (1) Reactant: Cl[C:2]1[N:7]=[C:6]([NH:8][C:9]2[CH:14]=[CH:13][C:12]([O:15][CH3:16])=[C:11]([Cl:17])[CH:10]=2)[N:5]=[C:4]([NH:18][CH:19]2[CH2:25][CH2:24][CH2:23][CH2:22][CH2:21][CH2:20]2)[N:3]=1.[CH3:26][O:27][C:28]1[CH:33]=[CH:32][CH:31]=[C:30]([O:34][CH3:35])[CH:29]=1.[Al+3].[Cl-].[Cl-].[Cl-]. Product: [Cl:17][C:11]1[CH:10]=[C:9]([NH:8][C:6]2[N:5]=[C:4]([NH:18][CH:19]3[CH2:25][CH2:24][CH2:23][CH2:22][CH2:21][CH2:20]3)[N:3]=[C:2]([C:31]3[CH:32]=[CH:33][C:28]([O:27][CH3:26])=[CH:29][C:30]=3[O:34][CH3:35])[N:7]=2)[CH:14]=[CH:13][C:12]=1[O:15][CH3:16]. The catalyst class is: 68. (2) Reactant: C([O:8][C:9]1[C:14](=[O:15])[N:13]2[CH:16]=[C:17]([N:27]3[CH2:32][CH2:31][O:30][CH2:29][CH2:28]3)[CH:18]=[C:19]([N:20]3[CH2:24][CH2:23][N:22]([CH3:25])[C:21]3=[O:26])[C:12]2=[N:11][C:10]=1[C:33]1[NH:34][C:35]([CH2:38][C:39]2[CH:44]=[CH:43][C:42]([F:45])=[C:41]([Cl:46])[CH:40]=2)=[CH:36][N:37]=1)C1C=CC=CC=1. Product: [Cl-:46].[Cl:46][C:41]1[CH:40]=[C:39]([CH:44]=[CH:43][C:42]=1[F:45])[CH2:38][C:35]1[NH:34][C:33]([C:10]2[N:11]=[C:12]3[C:19]([N:20]4[CH2:24][CH2:23][N:22]([CH3:25])[C:21]4=[O:26])=[CH:18][C:17]([N:27]4[CH2:32][CH2:31][O:30][CH2:29][CH2:28]4)=[CH:16][N:13]3[C:14](=[O:15])[C:9]=2[OH:8])=[NH+:37][CH:36]=1. The catalyst class is: 55.